From a dataset of Reaction yield outcomes from USPTO patents with 853,638 reactions. Predict the reaction yield, written as a fraction of the theoretical maximum amount of product (1.0 means a 100% yield; for example, 0.34 means a 34% yield). (1) The reactants are Cl[CH2:2][C:3](=[O:10])[N:4]1[CH2:9][CH2:8][O:7][CH2:6][CH2:5]1.[I-:11].[Na+]. The catalyst is CC(=O)CC.C(OCC)(=O)C. The product is [I:11][CH2:2][C:3](=[O:10])[N:4]1[CH2:9][CH2:8][O:7][CH2:6][CH2:5]1. The yield is 0.860. (2) The yield is 0.900. The product is [ClH:25].[C:1]([C:3]1[CH:4]=[C:5]([C:13]2[N:23]=[CH:22][CH:21]=[C:20]([CH3:24])[C:14]=2[C:15]([O:17][CH2:18][CH3:19])=[O:16])[CH:6]=[CH:7][C:8]=1[OH:9])#[N:2]. The catalyst is ClCCl. The reactants are [C:1]([C:3]1[CH:4]=[C:5]([C:13]2[N:23]=[CH:22][CH:21]=[C:20]([CH3:24])[C:14]=2[C:15]([O:17][CH2:18][CH3:19])=[O:16])[CH:6]=[CH:7][C:8]=1[O:9]COC)#[N:2].[ClH:25].O1CCOCC1. (3) The reactants are [C:1]([NH:4][CH:5]([CH2:9][C:10]1[CH:15]=[CH:14][C:13]([C:16]([F:19])([F:18])[F:17])=[CH:12][CH:11]=1)[C:6]([OH:8])=[O:7])(=[O:3])[CH3:2].Cl. The catalyst is [OH-].[Na+].O. The product is [C:1]([NH:4][C@H:5]([CH2:9][C:10]1[CH:11]=[CH:12][C:13]([C:16]([F:17])([F:18])[F:19])=[CH:14][CH:15]=1)[C:6]([OH:8])=[O:7])(=[O:3])[CH3:2]. The yield is 0.680. (4) The reactants are [Cl-].O[NH3+:3].[C:4](=[O:7])([O-])[OH:5].[Na+].CS(C)=O.[CH2:13]([C:17]1[N:18]=[C:19]([CH2:44][O:45][CH3:46])[N:20]([CH2:39][C:40]([CH3:43])([CH3:42])[CH3:41])[C:21](=[O:38])[C:22]=1[CH2:23][C:24]1[CH:29]=[CH:28][C:27]([C:30]2[C:31]([C:36]#[N:37])=[CH:32][CH:33]=[CH:34][CH:35]=2)=[CH:26][CH:25]=1)[CH2:14][CH2:15][CH3:16]. The catalyst is C(OCC)(=O)C. The product is [CH2:13]([C:17]1[N:18]=[C:19]([CH2:44][O:45][CH3:46])[N:20]([CH2:39][C:40]([CH3:41])([CH3:43])[CH3:42])[C:21](=[O:38])[C:22]=1[CH2:23][C:24]1[CH:29]=[CH:28][C:27]([C:30]2[CH:35]=[CH:34][CH:33]=[CH:32][C:31]=2[C:36]2[NH:3][C:4](=[O:7])[O:5][N:37]=2)=[CH:26][CH:25]=1)[CH2:14][CH2:15][CH3:16]. The yield is 0.390. (5) The yield is 0.760. The catalyst is CN(C=O)C. The reactants are [Cl:1][C:2]1[CH:9]=[CH:8][C:7]([CH2:10][S:11][C:12]2[N:13]([C:29]3[CH:34]=[CH:33][C:32]([F:35])=[CH:31][CH:30]=3)[C:14]([C:17]([C:20]3[CH:25]=[CH:24][C:23]([O:26][CH3:27])=[C:22]([Cl:28])[CH:21]=3)([CH3:19])[CH3:18])=[CH:15][N:16]=2)=[CH:6][C:3]=1[C:4]#[N:5].[N-:36]=[N+:37]=[N-:38].[Na+].[NH4+].[Cl-]. The product is [Cl:1][C:2]1[CH:9]=[CH:8][C:7]([CH2:10][S:11][C:12]2[N:13]([C:29]3[CH:30]=[CH:31][C:32]([F:35])=[CH:33][CH:34]=3)[C:14]([C:17]([C:20]3[CH:25]=[CH:24][C:23]([O:26][CH3:27])=[C:22]([Cl:28])[CH:21]=3)([CH3:18])[CH3:19])=[CH:15][N:16]=2)=[CH:6][C:3]=1[C:4]1[NH:38][N:37]=[N:36][N:5]=1. (6) The catalyst is C(O)C. The product is [CH3:24][O:23][C:18]1[CH:19]=[C:20]2[C:15](=[CH:16][CH:17]=1)[N:14]=[CH:13][C:12]1[O:11][CH2:10][CH:9]([C:7]3[N:1]=[C:2]([NH2:4])[S:3][CH:6]=3)[CH2:22][C:21]2=1. The reactants are [NH2:1][C:2]([NH2:4])=[S:3].Br[CH2:6][C:7]([CH:9]1[CH2:22][C:21]2[C:20]3[C:15](=[CH:16][CH:17]=[C:18]([O:23][CH3:24])[CH:19]=3)[N:14]=[CH:13][C:12]=2[O:11][CH2:10]1)=O.N. The yield is 0.130.